Dataset: Forward reaction prediction with 1.9M reactions from USPTO patents (1976-2016). Task: Predict the product of the given reaction. (1) Given the reactants [CH2:1]([O:5][C@H:6]1[CH2:10][NH:9][C@H:8]([CH2:11][CH2:12][CH2:13][CH:14]([CH3:16])[CH3:15])[CH2:7]1)[CH:2]([CH3:4])[CH3:3].C(N(CC)CC)C.[CH2:24]([O:31][C:32]([CH2:34][C:35]1[CH:36]=[C:37]([CH:41]=[CH:42][C:43]=1[O:44][CH2:45][CH:46]([CH3:48])[CH3:47])[C:38](Cl)=[O:39])=[O:33])[C:25]1[CH:30]=[CH:29][CH:28]=[CH:27][CH:26]=1.Cl, predict the reaction product. The product is: [CH2:45]([O:44][C:43]1[CH:42]=[CH:41][C:37]([C:38]([N:9]2[CH2:10][C@H:6]([O:5][CH2:1][CH:2]([CH3:4])[CH3:3])[CH2:7][C@H:8]2[CH2:11][CH2:12][CH2:13][CH:14]([CH3:16])[CH3:15])=[O:39])=[CH:36][C:35]=1[CH2:34][C:32]([O:31][CH2:24][C:25]1[CH:26]=[CH:27][CH:28]=[CH:29][CH:30]=1)=[O:33])[CH:46]([CH3:48])[CH3:47]. (2) The product is: [C:1]([O:5][C:6]([NH:8][C@@H:9]([CH3:12])[CH:10]=[O:11])=[O:7])([CH3:4])([CH3:3])[CH3:2]. Given the reactants [C:1]([O:5][C:6]([NH:8][C@@H:9]([CH3:12])[CH2:10][OH:11])=[O:7])([CH3:4])([CH3:3])[CH3:2].CC(OI1(OC(C)=O)(OC(C)=O)OC(=O)C2C=CC=CC1=2)=O.S(=O)(O)[O-].[Na+], predict the reaction product.